This data is from Human Reference Interactome with 51,813 positive PPI pairs across 8,248 proteins, plus equal number of experimentally-validated negative pairs. The task is: Binary Classification. Given two protein amino acid sequences, predict whether they physically interact or not. (1) Protein 1 (ENSG00000146731) has sequence MAAVKTLNPKAEVARAQAALAVNISAARGLQDVLRTNLGPKGTMKMLVSGAGDIKLTKDGNVLLHEMQIQHPTASLIAKVATAQDDITGDGTTSNVLIIGELLKQADLYISEGLHPRIITEGFEAAKEKALQFLEEVKVSREMDRETLIDVARTSLRTKVHAELADVLTEAVVDSILAIKKQDEPIDLFMIEIMEMKHKSETDTSLIRGLVLDHGARHPDMKKRVEDAYILTCNVSLEYEKTEVNSGFFYKSAEEREKLVKAERKFIEDRVKKIIELKRKVCGDSDKGFVVINQKGIDPF.... Result: 0 (the proteins do not interact). Protein 2 (ENSG00000168263) has sequence MLKQSERRRSWSYRPWNTTENEGSQHRRSICSLGARSGSQASIHGWTEGNYNYYIEEDEDGEEEDQWKDDLAEEDQQAGEVTTAKPEGPSDPPALLSTLNVNVGGHSYQLDYCELAGFPKTRLGRLATSTSRSRQLSLCDDYEEQTDEYFFDRDPAVFQLVYNFYLSGVLLVLDGLCPRRFLEELGYWGVRLKYTPRCCRICFEERRDELSERLKIQHELRAQAQVEEAEELFRDMRFYGPQRRRLWNLMEKPFSSVAAKAIGVASSTFVLVSVVALALNTVEEMQQHSGQGEGGPDLRP.... (2) Protein 1 (ENSG00000165716) has sequence MVEWRTCLSVAPGQQVYSGLWRDKDVTIKCGIEETLDSKARSDAAPRRELVLFDKPTRGTSIKEFREMTLSFLKANLGDLPSLPALVGQVLLMADFNKDNRVSLAEAKSVWALLQRNEFLLLLSLQEKEHASRLLGYCGDLYLTEGVPHGAWHAAALPPLLRPLLPPALQGALQQWLGPAWPWRAKIAIGLLEFVEELFHGSYGTFYMCETTLANVGYTATYDFKMADLQQVAPEATVRRFLQGRRCEHSTDCTYGRDCRAPCDRLMRQCKGDLIQPNLAKVCALLRGYLLPGAPADLRE.... Protein 2 (ENSG00000176490) has sequence MPEQSNDYRVVVFGAGGVGKSSLVLRFVKGTFRDTYIPTIEDTYRQVISCDKSVCTLQITDTTGSHQFPAMQRLSISKGHAFILVFSVTSKQSLEELGPIYKLIVQIKGSVEDIPVMLVGNKCDETQREVDTREAQAVAQEWKCAFMETSAKMNYNVKELFQELLTLETRRNMSLNIDGKRSGKQKRTDRVKGKCTLM*MPEQSNDYRVVVFGAGGVGKSSLVLRFVKGTFRDTYIPTIEDTYRQVISCDKSVCTLQITDTTGSHQFPAMQRLSISKGHAFILVFSVTSKQSLEELGPIY.... Result: 0 (the proteins do not interact). (3) Protein 1 (ENSG00000150991) has sequence MQIFVKTLTGKTITLEVEPSDTIENVKAKIQDKEGIPPDQQRLIFAGKQLEDGRTLSDYNIQKESTLHLVLRLRGGMQIFVKTLTGKTITLEVEPSDTIENVKAKIQDKEGIPPDQQRLIFAGKQLEDGRTLSDYNIQKESTLHLVLRLRGGMQIFVKTLTGKTITLEVEPSDTIENVKAKIQDKEGIPPDQQRLIFAGKQLEDGRTLSDYNIQKESTLHLVLRLRGGMQIFVKTLTGKTITLEVEPSDTIENVKAKIQDKEGIPPDQQRLIFAGKQLEDGRTLSDYNIQKESTLHLVLR.... Protein 2 (ENSG00000152214) has sequence MEVENEASCSPGSASGGSREYKVVMLGAGGVGKSAMTMQFISHQFPDYHDPTIEDAYKTQVRIDNEPAYLDILDTAGQAEFTAMREQYMRGGEGFIICYSVTDRQSFQEAAKFKELIFQVRHTYEIPLVLVGNKIDLEQFRQVSTEEGLSLAQEYNCGFFETSAALRFCIDDAFHGLVREIRKKESMPSLMEKKLKRKDSLWKKLKGSLKKKRENMT*MEVENEASCSPGSASGGSREYKVVMLGAGGVGKSAMTMQFISHQFPDYHDPTIEDAYKTQVRIDNEPAYLDILDTAGQLCDW.... Result: 0 (the proteins do not interact). (4) Protein 1 (ENSG00000183723) has sequence MRSGEELDGFEGEASSTSMISGASSPYQPTTEPVSQRRGLAGLRCDPDYLRGALGRLKVAQVILALIAFICIETIMACSPCEGLYFFEFVSCSAFVVTGVLLIMFSLNLHMRIPQINWNLTDLVNTGLSAFLFFIASIVLAALNHRAGAEIAAVIFGFLATAAYAVNTFLAVQKWRVSVRQQSTNDYIRARTESRDVDSRPEIQRLDTFSYSTNVTVRKKSPTNLLSLNHWQLA*MRSGEELDGFEGEASSTSMISGASSPYQPTTEPVSQRRGLAGLRCDPDYLRGALGRLKVAQVILA.... Protein 2 (ENSG00000196406) has sequence MDKQSSAGGVKRSVPCDSNEANEMMPETSSGYSDPQPAPKKLKTSESSTILVVRYRRNFKRTSPEELVNDHARKNRINPLQMEEEEFMEIMVEIPAK*. Result: 0 (the proteins do not interact). (5) Protein 1 (ENSG00000109919) has sequence MADAASQVLLGSGLTILSQPLMYVKVLIQVGYEPLPPTIGRNIFGRQVCQLPGLFSYAQHIASIDGRRGLFTGLTPRLCSGVLGTVVHGKVLQHYQESDKGEELGPGNVQKEVSSSFDHVIKETTREMIARSAATLITHPFHVITLRSMVQFIGRESKYCGLCDSIITIYREEGILGFFAGLVPRLLGDILSLWLCNSLAYLVNTYALDSGVSTMNEMKSYSQAVTGFFASMLTYPFVLVSNLMAVNNCGLAGGCPPYSPIYTSWIDCWCMLQKEGNMSRGNSLFFRKVPFGKTYCCDLK.... Protein 2 (ENSG00000156411) has sequence MLQSIIKNIWIPMKPYYTKVYQEIWIGMGLMGFIVYKIRAADKRSKALKASAPAPGHH*MKLYGTRGSDISHFQCQMLQSIIKNIWIPMKPYYTKVYQEIWIGMGLMGFIVYKIRAADKRSKALKASAPAPGHH*MLQSIIKNIWIPMKPYYTKVYQEIWIGMGLMGFIVYKIRAAEMGFCHVTQAGLELLGSSSPPILASQSAGINKREPQHLAQLGNFEQDFNIRIIKEVRL*MLQSIIKNIWIPMKPYYTKVYQEIWIGMGLMGFIVYKIRAADKRSKALKGKIFASENGWEWKTAS.... Result: 1 (the proteins interact).